This data is from Blood-brain barrier permeability regression values from the B3DB database. The task is: Regression/Classification. Given a drug SMILES string, predict its absorption, distribution, metabolism, or excretion properties. Task type varies by dataset: regression for continuous measurements (e.g., permeability, clearance, half-life) or binary classification for categorical outcomes (e.g., BBB penetration, CYP inhibition). For this dataset (b3db_regression), we predict Y. The Y is 0.380 log(BB ratio). The molecule is Clc1ccc(Cl)c(c1)[NH+]=C2NCCN2.